Dataset: TCR-epitope binding with 47,182 pairs between 192 epitopes and 23,139 TCRs. Task: Binary Classification. Given a T-cell receptor sequence (or CDR3 region) and an epitope sequence, predict whether binding occurs between them. (1) The epitope is LLLGIGILV. The TCR CDR3 sequence is CAWSPTGMGTEAFF. Result: 1 (the TCR binds to the epitope). (2) The epitope is KLSYGIATV. The TCR CDR3 sequence is CASSSLHGVDEQFF. Result: 0 (the TCR does not bind to the epitope). (3) The epitope is MLNIPSINV. The TCR CDR3 sequence is CASSPTGTGEAFF. Result: 1 (the TCR binds to the epitope).